From a dataset of Forward reaction prediction with 1.9M reactions from USPTO patents (1976-2016). Predict the product of the given reaction. (1) Given the reactants [Cl:1][C:2]1[CH:3]=[C:4]([CH3:29])[C:5]2[N:10]=[C:9]([C:11]3[N:15]([C:16]4[C:21]([Cl:22])=[CH:20][CH:19]=[CH:18][N:17]=4)[N:14]=[C:13]([C:23]([F:26])([F:25])[F:24])[CH:12]=3)[O:8][C:7](=[O:27])[C:6]=2[CH:28]=1.[NH2:30][C:31]1([CH3:35])[CH2:34][S:33][CH2:32]1.O, predict the reaction product. The product is: [Cl:1][C:2]1[CH:28]=[C:6]([C:7](=[O:27])[NH:30][C:31]2([CH3:35])[CH2:34][S:33][CH2:32]2)[C:5]([NH:10][C:9]([C:11]2[N:15]([C:16]3[C:21]([Cl:22])=[CH:20][CH:19]=[CH:18][N:17]=3)[N:14]=[C:13]([C:23]([F:26])([F:25])[F:24])[CH:12]=2)=[O:8])=[C:4]([CH3:29])[CH:3]=1. (2) Given the reactants [BH4-].[Li+].C([O:5][C:6](=O)[C:7]([NH:20][C:21]([O:23][C:24]([CH3:27])([CH3:26])[CH3:25])=[O:22])([CH2:13][C:14]1[CH:19]=[CH:18][CH:17]=[CH:16][N:15]=1)[C:8](OCC)=[O:9])C.C(=O)([O-])[O-].[K+].[K+], predict the reaction product. The product is: [C:24]([O:23][C:21]([NH:20][C:7]([CH2:6][OH:5])([CH2:8][OH:9])[CH2:13][C:14]1[CH:19]=[CH:18][CH:17]=[CH:16][N:15]=1)=[O:22])([CH3:26])([CH3:27])[CH3:25]. (3) Given the reactants [F:1][C:2]1[N:7]=[CH:6][C:5]([NH:8][C:9](=[O:15])[O:10][C:11]([CH3:14])([CH3:13])[CH3:12])=[CH:4][CH:3]=1.C([Li])(C)(C)C.[Br:21]CCBr, predict the reaction product. The product is: [Br:21][C:4]1[CH:3]=[C:2]([F:1])[N:7]=[CH:6][C:5]=1[NH:8][C:9](=[O:15])[O:10][C:11]([CH3:12])([CH3:14])[CH3:13].